This data is from Merck oncology drug combination screen with 23,052 pairs across 39 cell lines. The task is: Regression. Given two drug SMILES strings and cell line genomic features, predict the synergy score measuring deviation from expected non-interaction effect. (1) Drug 1: CS(=O)(=O)CCNCc1ccc(-c2ccc3ncnc(Nc4ccc(OCc5cccc(F)c5)c(Cl)c4)c3c2)o1. Drug 2: NC(=O)c1cccc2cn(-c3ccc(C4CCCNC4)cc3)nc12. Cell line: HCT116. Synergy scores: synergy=21.5. (2) Drug 1: N#Cc1ccc(Cn2cncc2CN2CCN(c3cccc(Cl)c3)C(=O)C2)cc1. Drug 2: CS(=O)(=O)CCNCc1ccc(-c2ccc3ncnc(Nc4ccc(OCc5cccc(F)c5)c(Cl)c4)c3c2)o1. Cell line: SKMES1. Synergy scores: synergy=17.8. (3) Drug 1: O=P1(N(CCCl)CCCl)NCCCO1. Drug 2: NC(=O)c1cccc2cn(-c3ccc(C4CCCNC4)cc3)nc12. Cell line: NCIH460. Synergy scores: synergy=-1.09. (4) Drug 1: CCC1(O)CC2CN(CCc3c([nH]c4ccccc34)C(C(=O)OC)(c3cc4c(cc3OC)N(C)C3C(O)(C(=O)OC)C(OC(C)=O)C5(CC)C=CCN6CCC43C65)C2)C1. Drug 2: Cn1c(=O)n(-c2ccc(C(C)(C)C#N)cc2)c2c3cc(-c4cnc5ccccc5c4)ccc3ncc21. Cell line: HT144. Synergy scores: synergy=37.6. (5) Drug 1: CN(C)C(=N)N=C(N)N. Drug 2: NC(=O)c1cccc2cn(-c3ccc(C4CCCNC4)cc3)nc12. Cell line: UWB1289. Synergy scores: synergy=4.19.